From a dataset of Peptide-MHC class I binding affinity with 185,985 pairs from IEDB/IMGT. Regression. Given a peptide amino acid sequence and an MHC pseudo amino acid sequence, predict their binding affinity value. This is MHC class I binding data. The MHC is HLA-B58:01 with pseudo-sequence HLA-B58:01. The binding affinity (normalized) is 0.348. The peptide sequence is KATREAQKRT.